This data is from Experimentally validated miRNA-target interactions with 360,000+ pairs, plus equal number of negative samples. The task is: Binary Classification. Given a miRNA mature sequence and a target amino acid sequence, predict their likelihood of interaction. (1) The miRNA is rno-miR-383-5p with sequence CAGAUCAGAAGGUGACUGUGG. The protein sequence of the target gene is MQPRSERPAGRTQSPEHGSPGPGPEAPPPPPPQPPAPEAERTRPRQARPAAPMEGAVQLLSREGHSVAHNSKRHYHDAFVAMSRMRQRGLLCDIVLHVAAKEIRAHKVVLASCSPYFHAMFTNEMSESRQTHVTLHDIDPQALDQLVQFAYTAEIVVGEGNVQTLLPAASLLQLNGVRDACCKFLLSQLDPSNCLGIRGFADAHSCSDLLKAAHRYVLQHFVDVAKTEEFMLLPLKQVLELVSSDSLNVPSEEEVYRAVLSWVKHDVDARRQHVPRLMKCVRLPLLSRDFLLGHVDAESL.... Result: 0 (no interaction). (2) The miRNA is hsa-miR-764 with sequence GCAGGUGCUCACUUGUCCUCCU. The protein sequence of the target gene is MITSQGSVSFRDVTVGFTQEEWQHLDPAQRTLYRDVMLENYSHLVSVGYCIPKPEVILKLEKGEEPWILEEKFPSQSHLELINTSRNYSIMKFNEFNKGGKCFCDEKHEIIHSEEEPSEYNKNGNSFWLNEDLIWHQKIKNWEQSFEYNECGKAFPENSLFLVHKRGYTGQKTCKYTEHGKTCDMSFFITHQQTHPRENHYGNECGENIFEESILLEHQSVYPFSQKLNLTPIQRTHSINNIIEYNECGTFFSEKLVLHLQQRTHTGEKPYECHECGKTFTQKSAHTRHQRTHTGGKPYE.... Result: 1 (interaction). (3) The miRNA is hsa-miR-3609 with sequence CAAAGUGAUGAGUAAUACUGGCUG. The protein sequence of the target gene is MSEEVTYATLTFQDSAGARNNRDGNNLRKRGHPAPSPIWRHAALGLVTLCLMLLIGLVTLGMMFLQISNDINSDSEKLSQLQKTIQQQQDNLSQQLGNSNNLSMEEEFLKSQISSVLKRQEQMAIKLCQELIIHTSDHRCNPCPKMWQWYQNSCYYFTTNEEKTWANSRKDCIDKNSTLVKIDSLEEKDFLMSQPLLMFSFFWLGLSWDSSGRSWFWEDGSVPSPSLFSTKELDQINGSKGCAYFQKGNIYISRCSAEIFWICEKTAAPVKTEDLD. Result: 1 (interaction). (4) The miRNA is hsa-miR-1245b-3p with sequence UCAGAUGAUCUAAAGGCCUAUA. The protein sequence of the target gene is MTSASTKVGEIFSAAGAAFTKLGELTMQLHPVADSSPAGAKWTETEIEMLRAAVKRFGDDLNHISCVIKERTVAQIKATVKRKVYEDSGIPLPAESPKKGPKKVASGVLSPPPAAPPPSSSSVPEAGGPPIKKQKADVTLSALNDSDANSDVVDIEGLGETPPAKKLNFDQA. Result: 0 (no interaction). (5) The miRNA is mmu-miR-181a-5p with sequence AACAUUCAACGCUGUCGGUGAGU. The protein sequence of the target gene is MKKTEMGRFNISPDEDSSSYSSNSDFNYSYPTKQAALKSHYADVDPENQNFLLESNLGKKKYETDFHPGTTSFGMSVFNLSNAIVGSGILGLSYAMANTGIALFIILLTFVSIFSLYSVHLLLKTANEGGSLLYEQLGHKAYGLAGKLAASGSITMQNIGAMSSYLFIVKYELPLVIKALMNIEDTNGLWYLNGDYLVLLVSLVLILPLSLLRNLGYLGYTSGLSLLCMIFFLIVVICKKFQIPCPVEAALVANETVNGTFTQAALALAFNSTADDACRPRYFIFNSQTVYAVPILTFSF.... Result: 1 (interaction). (6) The miRNA is ath-miR167b with sequence UGAAGCUGCCAGCAUGAUCUA. The protein sequence of the target gene is MSAAASPASERGWKSEKLDEAQALARSCAARRPDFQPCDGLSICATHSHGKCFKLHWCCHLGWCHCKYMYQPMTPVEQLPSTEIPARPREPTNTIQISVSLTEHFLKFASVFQPPLPPDSPRYCMISDLFIDNYQVKCINGKMCYVQKQPAPHSHRMSPEEVSAHDALISKESNTPKIDHCSSPSSSEDSGINAIGAHYVESCDEDTEEGAELSSEEDYSPESSWEPDECTLLSPSQSDLEVIETIETTV. Result: 0 (no interaction). (7) The miRNA is hsa-miR-6754-3p with sequence UCUUCACCUGCCUCUGCCUGCA. The protein sequence of the target gene is MSPGSRGRPRQRLEDRGLMKPPSLSKRRLLPRVQFLPLLLLALAMGLAFYIVWNSWHPGVEEMSRSRDLRVPLIGSLSEAKLRLVVGQLDPQRLWGTFLRPLLIVRPPGSSGNLQVRKFLEATLQSLSAGWHVELDPFTASTPLGPLDFGNVVATLDPGAARHLTLACHYDSKFFPPGLPPFVGATDSAVPCALLLELVQALDAMLSRIKQQAAPVTLQLLFLDGEEALKEWGPKDSLYGSRHLAQIMESIPHSPGPTRIQAIELFVLLDLLGASSPIFFSHFPRTARWFQRLRSIEKRL.... Result: 0 (no interaction).